Dataset: Reaction yield outcomes from USPTO patents with 853,638 reactions. Task: Predict the reaction yield, written as a fraction of the theoretical maximum amount of product (1.0 means a 100% yield; for example, 0.34 means a 34% yield). (1) The reactants are [H-].[Na+].[C:3](=[O:10])([O:7][CH2:8][CH3:9])OCC.[Cl:11][C:12]1[CH:17]=[CH:16][CH:15]=[CH:14][C:13]=1[C:18](=[O:20])[CH3:19].C(O)C. The catalyst is C1COCC1. The product is [Cl:11][C:12]1[CH:17]=[CH:16][CH:15]=[CH:14][C:13]=1[C:18](=[O:20])[CH2:19][C:3]([O:7][CH2:8][CH3:9])=[O:10]. The yield is 0.340. (2) The reactants are [O:1]1[CH2:6][CH2:5][CH2:4][CH2:3][CH:2]1[CH2:7][OH:8].[K+].[Br-].[O-]Cl.[Na+].O.C([O-])(O)=[O:16].[Na+].[OH-].[Na+]. The catalyst is C(Cl)Cl.CCCCCCCC[N+](CCCCCCCC)(CCCCCCCC)C.[Cl-].CC1(C)N([O])C(C)(C)CCC1. The product is [O:1]1[CH2:6][CH2:5][CH2:4][CH2:3][CH:2]1[C:7]([OH:16])=[O:8]. The yield is 0.350.